Dataset: Forward reaction prediction with 1.9M reactions from USPTO patents (1976-2016). Task: Predict the product of the given reaction. (1) Given the reactants Cl[C:2]1[C:7]([C:8]([O:10][CH3:11])=[O:9])=[CH:6][N:5]=[C:4]([Cl:12])[CH:3]=1.[Cl:13][C:14]1[CH:20]=[CH:19][C:17]([NH2:18])=[C:16]([CH3:21])[CH:15]=1, predict the reaction product. The product is: [Cl:12][C:4]1[CH:3]=[C:2]([NH:18][C:17]2[CH:19]=[CH:20][C:14]([Cl:13])=[CH:15][C:16]=2[CH3:21])[C:7]([C:8]([O:10][CH3:11])=[O:9])=[CH:6][N:5]=1. (2) Given the reactants [C:1]([O:5][C:6]([NH:8][CH2:9][C@H:10]1[CH2:15][CH2:14][C@H:13]([C:16]([NH:18][C@H:19]([C:37](=[O:50])[NH:38][C:39]2[CH:44]=[CH:43][C:42]([C:45]3[N:46]=[N:47][NH:48][N:49]=3)=[CH:41][CH:40]=2)[CH2:20][C:21]2[CH:26]=[CH:25][C:24]([C:27]3[CH:32]=[C:31]([CH3:33])[CH:30]=[C:29]([C:34](O)=[O:35])[CH:28]=3)=[CH:23][CH:22]=2)=[O:17])[CH2:12][CH2:11]1)=[O:7])([CH3:4])([CH3:3])[CH3:2].[NH2:51][CH:52]1[CH2:57][CH2:56][N:55]([C:58]([O:60][C:61]([CH3:64])([CH3:63])[CH3:62])=[O:59])[CH2:54][CH2:53]1.C(N(CC)C(C)C)(C)C.F[P-](F)(F)(F)(F)F.CN(C(N(C)C)=[N+]1C2C(=NC=CC=2)[N+]([O-])=N1)C, predict the reaction product. The product is: [C:1]([O:5][C:6]([NH:8][CH2:9][C@H:10]1[CH2:15][CH2:14][C@H:13]([C:16]([NH:18][C@H:19]([C:37](=[O:50])[NH:38][C:39]2[CH:40]=[CH:41][C:42]([C:45]3[N:46]=[N:47][NH:48][N:49]=3)=[CH:43][CH:44]=2)[CH2:20][C:21]2[CH:22]=[CH:23][C:24]([C:27]3[CH:32]=[C:31]([CH3:33])[CH:30]=[C:29]([C:34]([NH:51][CH:52]4[CH2:53][CH2:54][N:55]([C:58]([O:60][C:61]([CH3:64])([CH3:63])[CH3:62])=[O:59])[CH2:56][CH2:57]4)=[O:35])[CH:28]=3)=[CH:25][CH:26]=2)=[O:17])[CH2:12][CH2:11]1)=[O:7])([CH3:4])([CH3:2])[CH3:3]. (3) Given the reactants [CH2:1]([C:3]1[CH:11]=[CH:10][C:6]([C:7]([OH:9])=[O:8])=[CH:5][CH:4]=1)[CH3:2].[N+:12]([O-])([OH:14])=[O:13], predict the reaction product. The product is: [N+:12]([C:4]1[CH:5]=[C:6]([CH:10]=[CH:11][C:3]=1[CH2:1][CH3:2])[C:7]([OH:9])=[O:8])([O-:14])=[O:13]. (4) Given the reactants [Li]CCCC.C[N:7]([CH2:9][CH2:10][OH:11])[CH3:8].[N:12]1[C:21]2C[CH2:19][CH2:18][CH2:17][C:16]=2N=C[CH:13]=1.Cl.C([O:25]CC)C, predict the reaction product. The product is: [N:7]1[C:8]2[CH2:19][CH2:18][CH2:17][CH2:16][C:21]=2[N:12]=[CH:13][C:9]=1[C:10]([OH:11])=[O:25]. (5) Given the reactants [CH3:1][O:2][C:3]1[CH:4]=[C:5]2[C:10](=[CH:11][C:12]=1[O:13][CH3:14])[N:9]=[CH:8][CH:7]=[C:6]2[O:15][C:16]1[CH:22]=[CH:21][C:19]([NH2:20])=[C:18]([CH3:23])[C:17]=1[CH3:24].Cl[C:26](Cl)([O:28][C:29](=[O:35])OC(Cl)(Cl)Cl)Cl.[N:37]1[CH:42]=[CH:41][CH:40]=[C:39](CO)[CH:38]=1.C(=O)(O)[O-].[Na+], predict the reaction product. The product is: [CH3:1][O:2][C:3]1[CH:4]=[C:5]2[C:10](=[CH:11][C:12]=1[O:13][CH3:14])[N:9]=[CH:8][CH:7]=[C:6]2[O:15][C:16]1[CH:22]=[CH:21][C:19]([NH:20][C:29](=[O:35])[O:28][CH2:26][C:39]2[CH:38]=[N:37][CH:42]=[CH:41][CH:40]=2)=[C:18]([CH3:23])[C:17]=1[CH3:24]. (6) Given the reactants [Cl:1][C:2]1[CH:7]=[C:6]([N+:8]([O-:10])=[O:9])[CH:5]=[CH:4][C:3]=1[C:11]([CH3:15])([CH3:14])[CH2:12][NH2:13].[CH3:16][N:17]1[C:25]2[C:20](=[CH:21][CH:22]=[CH:23][CH:24]=2)[C:19]([C:26](O)=[O:27])=[N:18]1.C1C=CC2N(O)N=NC=2C=1.C(Cl)CCl, predict the reaction product. The product is: [Cl:1][C:2]1[CH:7]=[C:6]([N+:8]([O-:10])=[O:9])[CH:5]=[CH:4][C:3]=1[C:11]([CH3:15])([CH3:14])[CH2:12][NH:13][C:26]([C:19]1[C:20]2[C:25](=[CH:24][CH:23]=[CH:22][CH:21]=2)[N:17]([CH3:16])[N:18]=1)=[O:27].